From a dataset of Catalyst prediction with 721,799 reactions and 888 catalyst types from USPTO. Predict which catalyst facilitates the given reaction. (1) The catalyst class is: 21. Reactant: [CH2:1]([C:8]1[N:13]=[N:12][C:11]([N:14]2[CH2:19][CH2:18][N:17]([C:20]3[CH:25]=[N:24]C(C(C)=C)=[CH:22][N:21]=3)[C@H:16]([CH3:29])[CH2:15]2)=[C:10]([CH3:30])[C:9]=1[CH3:31])[C:2]1[CH:7]=[CH:6][CH:5]=[CH:4][CH:3]=1.[C:32]([OH:36])([CH3:35])([CH3:34])[CH3:33].O.C[N+]1([O-])CC[O:42]CC1. Product: [CH2:1]([C:8]1[N:13]=[N:12][C:11]([N:14]2[CH2:19][CH2:18][N:17]([C:20]3[CH:25]=[N:24][C:33]([C:32]([OH:36])([CH3:35])[CH2:34][OH:42])=[CH:22][N:21]=3)[C@H:16]([CH3:29])[CH2:15]2)=[C:10]([CH3:30])[C:9]=1[CH3:31])[C:2]1[CH:7]=[CH:6][CH:5]=[CH:4][CH:3]=1. (2) Reactant: [Cl:1][C:2]1[CH:3]=[C:4]2[C:9](=[CH:10][C:11]=1[C:12]([OH:14])=O)[N:8]=[CH:7][N:6]=[C:5]2[NH:15][CH:16]([C:18]1[NH:22][C:21]2[CH:23]=[CH:24][C:25]([Cl:27])=[CH:26][C:20]=2[N:19]=1)[CH3:17].FC1C(OC(N(C)C)=[N+](C)C)=C(F)C(F)=C(F)C=1F.F[P-](F)(F)(F)(F)F.C(N(C(C)C)CC)(C)C.C(OC([CH:70]([NH2:77])[CH:71]1[CH2:76][CH2:75][CH2:74][CH2:73][NH:72]1)=O)(C)(C)C.FC(F)(F)C(O)=O. Product: [Cl:1][C:2]1[CH:3]=[C:4]2[C:9](=[CH:10][C:11]=1[C:12]([N:72]1[CH2:73][CH2:74][CH2:75][CH2:76][CH:71]1[CH2:70][NH2:77])=[O:14])[N:8]=[CH:7][N:6]=[C:5]2[NH:15][CH:16]([C:18]1[NH:22][C:21]2[CH:23]=[CH:24][C:25]([Cl:27])=[CH:26][C:20]=2[N:19]=1)[CH3:17]. The catalyst class is: 16. (3) Reactant: [Cl:1][C:2]1[C:7]([S:8]([N:11]([CH3:13])[CH3:12])(=[O:10])=[O:9])=[C:6]([OH:14])[C:5]([NH:15][C:16]2[C:19](=[O:20])[C:18](=[O:21])[C:17]=2OCC)=[CH:4][CH:3]=1.C1(C)C=CC(S(O)(=O)=O)=CC=1.[CH3:36][C@H:37]1[O:41][C@@H:40]([C@H:42]([NH2:45])[CH2:43][CH3:44])[CH2:39][CH2:38]1.CCN(CC)CC. Product: [Cl:1][C:2]1[C:7]([S:8]([N:11]([CH3:12])[CH3:13])(=[O:10])=[O:9])=[C:6]([OH:14])[C:5]([NH:15][C:16]2[C:19](=[O:20])[C:18](=[O:21])[C:17]=2[NH:45][C@@H:42]([C@H:40]2[CH2:39][CH2:38][C@@H:37]([CH3:36])[O:41]2)[CH2:43][CH3:44])=[CH:4][CH:3]=1. The catalyst class is: 23. (4) Reactant: [NH2:1][C:2](=[O:20])[C@H:3]([NH:12][C:13](=[O:19])[O:14][C:15]([CH3:18])([CH3:17])[CH3:16])[CH2:4][C:5]1[CH:10]=[CH:9][C:8](I)=[CH:7][CH:6]=1.[NH:21]1[CH:25]=[CH:24][N:23]=[CH:22]1.OC1C=CC=C2C=1N=CC=C2.C([O-])([O-])=O.[K+].[K+]. Product: [N:21]1([C:8]2[CH:9]=[CH:10][C:5]([CH2:4][C@@H:3]([NH:12][C:13](=[O:19])[O:14][C:15]([CH3:18])([CH3:17])[CH3:16])[C:2]([NH2:1])=[O:20])=[CH:6][CH:7]=2)[CH:25]=[CH:24][N:23]=[CH:22]1. The catalyst class is: 156.